Task: Regression. Given a peptide amino acid sequence and an MHC pseudo amino acid sequence, predict their binding affinity value. This is MHC class I binding data.. Dataset: Peptide-MHC class I binding affinity with 185,985 pairs from IEDB/IMGT (1) The peptide sequence is EILWDVIPF. The MHC is HLA-B57:01 with pseudo-sequence HLA-B57:01. The binding affinity (normalized) is 0.0847. (2) The peptide sequence is GTSIFAGHLK. The MHC is HLA-A68:01 with pseudo-sequence HLA-A68:01. The binding affinity (normalized) is 0.562. (3) The peptide sequence is KVCAITPTI. The MHC is HLA-A02:03 with pseudo-sequence HLA-A02:03. The binding affinity (normalized) is 0.336. (4) The peptide sequence is TGIAIIAYI. The MHC is HLA-A01:01 with pseudo-sequence HLA-A01:01. The binding affinity (normalized) is 0.213. (5) The peptide sequence is GITGGHIPK. The MHC is HLA-B07:02 with pseudo-sequence HLA-B07:02. The binding affinity (normalized) is 0.0847.